Dataset: Reaction yield outcomes from USPTO patents with 853,638 reactions. Task: Predict the reaction yield, written as a fraction of the theoretical maximum amount of product (1.0 means a 100% yield; for example, 0.34 means a 34% yield). The reactants are [Cl:1][C:2]1[CH:39]=[CH:38][C:5]([CH2:6][N:7]([CH2:28][C:29]2[CH:34]=[CH:33][C:32]([CH:35]([CH3:37])[CH3:36])=[CH:31][CH:30]=2)[C:8](=[O:27])[CH2:9][O:10][C:11]2[CH:16]=[CH:15][C:14]([CH2:17][C@H:18]([O:24][CH2:25][CH3:26])[C:19]([O:21]CC)=[O:20])=[CH:13][CH:12]=2)=[CH:4][CH:3]=1.[Li+].[OH-].Cl. The catalyst is C(#N)C. The product is [Cl:1][C:2]1[CH:3]=[CH:4][C:5]([CH2:6][N:7]([CH2:28][C:29]2[CH:30]=[CH:31][C:32]([CH:35]([CH3:36])[CH3:37])=[CH:33][CH:34]=2)[C:8](=[O:27])[CH2:9][O:10][C:11]2[CH:12]=[CH:13][C:14]([CH2:17][C@H:18]([O:24][CH2:25][CH3:26])[C:19]([OH:21])=[O:20])=[CH:15][CH:16]=2)=[CH:38][CH:39]=1. The yield is 0.930.